Dataset: Full USPTO retrosynthesis dataset with 1.9M reactions from patents (1976-2016). Task: Predict the reactants needed to synthesize the given product. (1) Given the product [C:1]1([NH:7][C:8]2[C:9]3[N:10]([CH:16]=[CH:17][CH:18]=3)[N:11]=[CH:12][C:13]=2[C:14]([NH2:15])=[O:19])[CH:6]=[CH:5][CH:4]=[CH:3][CH:2]=1, predict the reactants needed to synthesize it. The reactants are: [C:1]1([NH:7][C:8]2[C:9]3[N:10]([CH:16]=[CH:17][CH:18]=3)[N:11]=[CH:12][C:13]=2[C:14]#[N:15])[CH:6]=[CH:5][CH:4]=[CH:3][CH:2]=1.[OH-:19].[NH4+].OO. (2) Given the product [CH3:41][N:40]([CH3:42])[CH2:39][CH2:38][N:35]1[CH2:36][CH2:37][CH:32]([N:30]([CH3:31])[C:29]([NH:28][C:24]2[CH:23]=[C:22]([O:21][C:20]3[CH:44]=[CH:45][C:17]([NH:16][C:58]([NH:57][C:55](=[O:56])[CH2:54][C:51]4[CH:52]=[CH:53][C:48]([F:47])=[CH:49][CH:50]=4)=[S:59])=[CH:18][C:19]=3[F:46])[N:27]=[CH:26][N:25]=2)=[O:43])[CH2:33][CH2:34]1, predict the reactants needed to synthesize it. The reactants are: [C@]12(CS(O)(=O)=O)C(C)(C)C(CC1)CC2=O.[NH2:16][C:17]1[CH:45]=[CH:44][C:20]([O:21][C:22]2[N:27]=[CH:26][N:25]=[C:24]([NH:28][C:29](=[O:43])[N:30]([CH:32]3[CH2:37][CH2:36][N:35]([CH2:38][CH2:39][N:40]([CH3:42])[CH3:41])[CH2:34][CH2:33]3)[CH3:31])[CH:23]=2)=[C:19]([F:46])[CH:18]=1.[F:47][C:48]1[CH:53]=[CH:52][C:51]([CH2:54][C:55]([N:57]=[C:58]=[S:59])=[O:56])=[CH:50][CH:49]=1. (3) The reactants are: [Cl:1][C:2]1[CH:23]=[C:22]([C:24]([F:27])([F:26])[F:25])[CH:21]=[C:20]([Cl:28])[C:3]=1[CH2:4][C:5]1[N:9]([CH3:10])[C:8]2[C:11]([C:15]([CH2:18][CH3:19])=[CH:16][CH3:17])=[CH:12][CH:13]=[CH:14][C:7]=2[N:6]=1.[C:29]([OH:32])(=[O:31])[CH3:30].C(=O)(O)[O-].[Na+].ClC1C=C(C(F)(F)F)C=C(Cl)C=1CC1N(C)C2C(C(CC)C(O)C)=CC=CC=2N=1. Given the product [C:29]([O:32][CH:16]([CH3:17])[CH:15]([C:11]1[C:8]2[N:9]([CH3:10])[C:5]([CH2:4][C:3]3[C:2]([Cl:1])=[CH:23][C:22]([C:24]([F:27])([F:26])[F:25])=[CH:21][C:20]=3[Cl:28])=[N:6][C:7]=2[CH:14]=[CH:13][CH:12]=1)[CH2:18][CH3:19])(=[O:31])[CH3:30], predict the reactants needed to synthesize it. (4) Given the product [CH3:46][O:47][C:15]1[CH:14]=[CH:13][C:12]([NH:11][C:6]2[N:7]=[CH:8][CH:9]=[C:10]3[C:2]([C:32]4[CH:33]=[C:34]5[C:29](=[CH:30][CH:31]=4)[N:28]=[C:27]([NH:26][CH3:25])[N:36]=[CH:35]5)=[C:3]([CH3:24])[S:4][C:5]=23)=[CH:17][C:16]=1[C:18]([F:20])([F:21])[F:19], predict the reactants needed to synthesize it. The reactants are: Br[C:2]1[C:10]2[C:5](=[C:6]([NH:11][C:12]3[CH:17]=[C:16]([C:18]([F:21])([F:20])[F:19])[CH:15]=[C:14](OC)[CH:13]=3)[N:7]=[CH:8][CH:9]=2)[S:4][C:3]=1[CH3:24].[CH3:25][NH:26][C:27]1[N:36]=[CH:35][C:34]2[C:29](=[CH:30][CH:31]=[C:32](B3OC(C)(C)C(C)(C)O3)[CH:33]=2)[N:28]=1.[C:46](=O)([O-])[O-:47].[Na+].[Na+].CN(C=O)C. (5) Given the product [F:1][C:2]1[C:3]([NH:17][CH:18]=[O:23])=[N:4][C:5]([O:8][N:9]=[CH:10][C:11]2[CH:16]=[CH:15][CH:14]=[CH:13][CH:12]=2)=[N:6][CH:7]=1, predict the reactants needed to synthesize it. The reactants are: [F:1][C:2]1[C:3]([N:17]=[CH:18]N(C)C)=[N:4][C:5]([O:8][N:9]=[CH:10][C:11]2[CH:16]=[CH:15][CH:14]=[CH:13][CH:12]=2)=[N:6][CH:7]=1.Cl.[O:23]1CCOCC1. (6) Given the product [C:6]([O:10][C:11]([N:13]1[CH2:18][CH:17]([CH2:19][O:20][S:1]([CH3:4])(=[O:3])=[O:2])[CH2:16][CH:15]([N:21]2[C:30]3[CH:29]=[CH:28][CH:27]=[C:26]([Cl:31])[C:25]=3[C:24]3=[N:32][O:33][C:34]([CH3:35])=[C:23]3[C:22]2=[O:36])[CH2:14]1)=[O:12])([CH3:9])([CH3:8])[CH3:7], predict the reactants needed to synthesize it. The reactants are: [S:1](Cl)([CH3:4])(=[O:3])=[O:2].[C:6]([O:10][C:11]([N:13]1[CH2:18][CH:17]([CH2:19][OH:20])[CH2:16][CH:15]([N:21]2[C:30]3[CH:29]=[CH:28][CH:27]=[C:26]([Cl:31])[C:25]=3[C:24]3=[N:32][O:33][C:34]([CH3:35])=[C:23]3[C:22]2=[O:36])[CH2:14]1)=[O:12])([CH3:9])([CH3:8])[CH3:7]. (7) Given the product [CH2:13]([O:15][N:16]=[C:9]([CH:3]1[C:2](=[O:1])[N:6]([CH3:7])[N:5]=[C:4]1[CH3:8])[CH3:10])[CH3:14], predict the reactants needed to synthesize it. The reactants are: [OH:1][C:2]1[N:6]([CH3:7])[N:5]=[C:4]([CH3:8])[C:3]=1[C:9](=O)[CH3:10].Cl.[CH2:13]([O:15][NH2:16])[CH3:14]. (8) Given the product [CH2:18]([O:6][C:7]1[CH:14]=[CH:13][C:12]([O:4][CH2:3][C:7]2[CH:14]=[CH:13][CH:12]=[CH:11][CH:8]=2)=[CH:11][C:8]=1[CH:9]=[O:10])[C:19]1[CH:24]=[CH:23][CH:22]=[CH:21][CH:20]=1, predict the reactants needed to synthesize it. The reactants are: CN(C)[CH:3]=[O:4].[OH:6][C:7]1[CH:14]=[CH:13][C:12](O)=[CH:11][C:8]=1[CH:9]=[O:10].[H-].[Na+].[CH2:18](Br)[C:19]1[CH:24]=[CH:23][CH:22]=[CH:21][CH:20]=1. (9) Given the product [OH:19][C:20]1[CH:21]=[CH:22][C:23]([CH2:26][CH2:27][CH2:28][C:29]([O:5][CH2:4][CH2:3][Si:2]([CH3:7])([CH3:6])[CH3:1])=[O:30])=[CH:24][CH:25]=1, predict the reactants needed to synthesize it. The reactants are: [CH3:1][Si:2]([CH3:7])([CH3:6])[CH2:3][CH2:4][OH:5].C(Cl)CCl.CCN(CC)CC.[OH:19][C:20]1[CH:25]=[CH:24][C:23]([CH2:26][CH2:27][CH2:28][C:29](O)=[O:30])=[CH:22][CH:21]=1.